Dataset: Catalyst prediction with 721,799 reactions and 888 catalyst types from USPTO. Task: Predict which catalyst facilitates the given reaction. (1) Reactant: [N:1]1([CH:7]2[CH2:12][CH2:11][CH:10]([C:13]([O:15]C)=[O:14])[CH2:9][CH2:8]2)[CH2:5][CH2:4][CH2:3][C:2]1=[O:6].C(O)C.C[O-].[Na+].Cl. Product: [N:1]1([C@H:7]2[CH2:8][CH2:9][C@H:10]([C:13]([OH:15])=[O:14])[CH2:11][CH2:12]2)[CH2:5][CH2:4][CH2:3][C:2]1=[O:6]. The catalyst class is: 72. (2) Reactant: [CH2:1]([N:5]=[C:6]=[O:7])[CH2:2][CH2:3][CH3:4].[CH2:8]([NH2:12])[CH2:9][CH2:10][CH3:11].[C:13](Cl)(=[O:18])[CH2:14][C:15](Cl)=[O:16]. Product: [CH2:1]([N:5]1[C:15](=[O:16])[CH2:14][C:13](=[O:18])[N:12]([CH2:8][CH2:9][CH2:10][CH3:11])[C:6]1=[O:7])[CH2:2][CH2:3][CH3:4]. The catalyst class is: 4. (3) Reactant: [Cl:1][C:2]1[CH:7]=[C:6]([C:8]([F:11])([F:10])[F:9])[CH:5]=[C:4]([CH3:12])[N:3]=1.[Br:13]N1C(=O)CCC1=O.N(C(C)(C)C#N)=NC(C)(C)C#N. Product: [Br:13][CH2:12][C:4]1[CH:5]=[C:6]([C:8]([F:9])([F:10])[F:11])[CH:7]=[C:2]([Cl:1])[N:3]=1. The catalyst class is: 53. (4) Reactant: [NH2:1][C:2]1[C:3]([C:20](O)=[O:21])=[N:4][C:5]([C:8]2[CH:13]=[CH:12][C:11]([S:14]([CH:17]([CH3:19])[CH3:18])(=[O:16])=[O:15])=[CH:10][CH:9]=2)=[CH:6][N:7]=1.Cl.[CH3:24][O:25][NH:26][CH3:27].O.ON1C2C=CC=CC=2N=N1.CCN(C(C)C)C(C)C.C(N=C=NCCCN(C)C)C. Product: [NH2:1][C:2]1[C:3]([C:20]([N:26]([O:25][CH3:24])[CH3:27])=[O:21])=[N:4][C:5]([C:8]2[CH:9]=[CH:10][C:11]([S:14]([CH:17]([CH3:19])[CH3:18])(=[O:16])=[O:15])=[CH:12][CH:13]=2)=[CH:6][N:7]=1. The catalyst class is: 1.